This data is from Full USPTO retrosynthesis dataset with 1.9M reactions from patents (1976-2016). The task is: Predict the reactants needed to synthesize the given product. Given the product [C@@H:6]1([O:24][C:25]2[C:30]3[C:31]([CH2:34][CH2:35][C:36]4[CH:37]=[CH:38][C:39]([O:42][CH2:43][CH2:44][CH2:45][NH:51][CH2:52][CH2:53][OH:54])=[CH:40][CH:41]=4)=[CH:32][O:33][C:29]=3[CH:28]=[CH:27][CH:26]=2)[O:7][C@H:8]([CH2:19][OH:20])[C@@H:9]([OH:15])[C@H:10]([OH:11])[C@H:5]1[OH:4], predict the reactants needed to synthesize it. The reactants are: C([O:4][C@@H:5]1[C@@H:10]([O:11]C(=O)C)[C@H:9]([O:15]C(=O)C)[C@@H:8]([CH2:19][O:20]C(=O)C)[O:7][C@H:6]1[O:24][C:25]1[C:30]2[C:31]([CH2:34][CH2:35][C:36]3[CH:41]=[CH:40][C:39]([O:42][CH2:43][CH2:44][CH2:45]OS(C)(=O)=O)=[CH:38][CH:37]=3)=[CH:32][O:33][C:29]=2[CH:28]=[CH:27][CH:26]=1)(=O)C.[NH2:51][CH2:52][CH2:53][OH:54].[I-].[Na+].